From a dataset of Catalyst prediction with 721,799 reactions and 888 catalyst types from USPTO. Predict which catalyst facilitates the given reaction. (1) Reactant: [CH:1]1([NH:4][C:5](=[O:27])[C@@H:6]([OH:26])[C@@H:7]([N:11](CC2C=CC=CC=2)CC2C=CC=CC=2)[CH2:8][CH2:9][CH3:10])[CH2:3][CH2:2]1. Product: [NH2:11][C@@H:7]([CH2:8][CH2:9][CH3:10])[C@H:6]([OH:26])[C:5]([NH:4][CH:1]1[CH2:2][CH2:3]1)=[O:27]. The catalyst class is: 105. (2) Reactant: OS(O)(=O)=O.[CH:6]1[C:11]([C:12]2[CH:13]=[CH:14][C:15]([F:19])=[CH:16][C:17]=2[F:18])=[CH:10][C:9]([C:20]([OH:22])=[O:21])=[C:8]([OH:23])[CH:7]=1.[CH3:24][CH2:25]O. Product: [F:18][C:17]1[CH:16]=[C:15]([F:19])[CH:14]=[CH:13][C:12]=1[C:11]1[CH:6]=[CH:7][C:8]([OH:23])=[C:9]([C:20]([O:22][CH2:24][CH3:25])=[O:21])[CH:10]=1. The catalyst class is: 2.